Task: Regression/Classification. Given a drug SMILES string, predict its absorption, distribution, metabolism, or excretion properties. Task type varies by dataset: regression for continuous measurements (e.g., permeability, clearance, half-life) or binary classification for categorical outcomes (e.g., BBB penetration, CYP inhibition). Dataset: cyp2c9_veith.. Dataset: CYP2C9 inhibition data for predicting drug metabolism from PubChem BioAssay (1) The compound is CCNc1ncc2nc(-c3ccc(Cl)cc3)c(=O)n(C[C@H]3CCCO3)c2n1. The result is 0 (non-inhibitor). (2) The compound is O=C1C=C[C@@H](O)[C@@H]2[C@@H]1CC[C@H]1C(=O)N(Cc3ccccc3)C(=O)[C@H]12. The result is 0 (non-inhibitor). (3) The molecule is Cc1nc2cnc(N3CCN(C)CC3)nc2n(Cc2ccc(F)cc2)c1=O. The result is 0 (non-inhibitor). (4) The compound is NC(=O)/C(=N\O)c1ccccc1. The result is 0 (non-inhibitor). (5) The drug is CCOc1ccc(N=NS(=O)(=O)O)cc1. The result is 0 (non-inhibitor). (6) The result is 0 (non-inhibitor). The molecule is C=CCOc1c2ccc(C(=O)NCc3ccccc3OC)cc2nn1C. (7) The drug is COc1ccc(C(=O)Nc2scc(-c3ccc(Cl)cc3Cl)c2C(N)=O)cc1. The result is 1 (inhibitor). (8) The compound is COc1ccc(C2=NOC(C(=O)NCCN3CCOCC3)C2)cc1. The result is 0 (non-inhibitor). (9) The compound is O=C(c1csnn1)N1CCC2(CCN(Cc3ccccc3)CC2)CC1. The result is 0 (non-inhibitor). (10) The molecule is Cc1csc(=S)n1-c1ccccc1. The result is 0 (non-inhibitor).